Dataset: Full USPTO retrosynthesis dataset with 1.9M reactions from patents (1976-2016). Task: Predict the reactants needed to synthesize the given product. (1) The reactants are: [CH3:1][C:2]1[O:3][C:4]([CH3:8])=[C:5]([CH3:7])[N:6]=1.[Br:9]N1C(=O)CCC1=O.C(OOC(=O)C1C=CC=CC=1)(=O)C1C=CC=CC=1. Given the product [Br:9][CH2:1][C:2]1[O:3][C:4]([CH3:8])=[C:5]([CH3:7])[N:6]=1, predict the reactants needed to synthesize it. (2) Given the product [Br:1][C:2]1[CH:3]=[C:4]2[C:9]([CH:8]3[CH2:13][CH:6]([NH:14][C:5]2=[O:17])[CH2:7]3)=[CH:10][C:11]=1[F:12], predict the reactants needed to synthesize it. The reactants are: [Br:1][C:2]1[CH:3]=[C:4]2[C:9](=[CH:10][C:11]=1[F:12])[CH:8]1[CH2:13][CH:6]([CH2:7]1)[C:5]2=[N:14]O.S(Cl)(Cl)=[O:17]. (3) Given the product [Cl:1][C:2]1[N:7]=[N:6][C:5]([NH:8][C@H:9]2[CH2:13][CH2:12][N:11]([C:17]([C:16]3[CH:20]=[C:21]([CH:22]=[CH:23][C:15]=3[F:14])[CH:24]=[O:25])=[O:18])[CH2:10]2)=[CH:4][CH:3]=1, predict the reactants needed to synthesize it. The reactants are: [Cl:1][C:2]1[N:7]=[N:6][C:5]([NH:8][C@H:9]2[CH2:13][CH2:12][NH:11][CH2:10]2)=[CH:4][CH:3]=1.[F:14][C:15]1[CH:23]=[CH:22][C:21]([CH:24]=[O:25])=[CH:20][C:16]=1[C:17](O)=[O:18].F[P-](F)(F)(F)(F)F.N1(OC(N(C)C)=[N+](C)C)C2C=CC=CC=2N=N1.C(N(CC)C(C)C)(C)C. (4) Given the product [NH2:1][C:2]1[C:7]([F:8])=[C:6]([C:20]2[CH:21]=[CH:22][C:17]([Cl:16])=[C:18]([O:33][CH3:34])[C:19]=2[F:32])[N:5]=[C:4]([C:10]([O:12][CH3:13])=[O:11])[C:3]=1[S:14][CH3:15], predict the reactants needed to synthesize it. The reactants are: [NH2:1][C:2]1[C:7]([F:8])=[C:6](Cl)[N:5]=[C:4]([C:10]([O:12][CH3:13])=[O:11])[C:3]=1[S:14][CH3:15].[Cl:16][C:17]1[CH:22]=[CH:21][C:20](B2OC(C)(C)C(C)(C)O2)=[C:19]([F:32])[C:18]=1[O:33][CH3:34].C(#N)C.O.C(OCC)(=O)C.